Dataset: Full USPTO retrosynthesis dataset with 1.9M reactions from patents (1976-2016). Task: Predict the reactants needed to synthesize the given product. (1) Given the product [OH2:2].[OH:3][P:1]([OH:5])([OH:4])=[O:2].[O:16]=[W:17](=[O:19])=[O:18].[O:29]=[W:30](=[O:32])=[O:31].[O:46]=[W:47](=[O:49])=[O:48].[O:16]=[W:17](=[O:19])=[O:18].[O:16]=[W:17](=[O:19])=[O:18].[O:16]=[W:17](=[O:19])=[O:18].[O:16]=[W:17](=[O:19])=[O:18].[O:16]=[W:17](=[O:19])=[O:18].[O:16]=[W:17](=[O:19])=[O:18].[O:16]=[W:17](=[O:19])=[O:18].[O:16]=[W:17](=[O:19])=[O:18].[O:16]=[W:17](=[O:19])=[O:18], predict the reactants needed to synthesize it. The reactants are: [P:1](=[O:5])([OH:4])([OH:3])[OH:2].[NH4+].[NH4+].[NH4+].[NH4+].[NH4+].[NH4+].O.[OH-].[OH-].[OH-].[OH:16][W:17]([O:46][W:47]([O:16][W:17]([O-])(=[O:18])=[O:19])(=[O:49])=[O:48])(=[O:19])=[O:18].[OH:29][W:30]([O:29][W:30]([O:46][W:47]([O:16][W:17]([O-])(=[O:18])=[O:19])(=[O:49])=[O:48])(=[O:32])=[O:31])(=[O:32])=[O:31].[OH:46][W:47]([O:29][W:30](O[W](O[W]([O-])(=O)=O)(=O)=O)(=[O:32])=[O:31])(=[O:49])=[O:48].[W]. (2) Given the product [Br:24][C:21]1[CH:20]=[CH:19][C:18]([O:17][CH:10]([C:7]2[CH:6]=[CH:5][C:4]([C:3]([OH:25])=[O:2])=[CH:9][CH:8]=2)[CH2:11][CH2:12][CH2:13][CH2:14][CH2:15][CH3:16])=[CH:23][CH:22]=1, predict the reactants needed to synthesize it. The reactants are: C[O:2][C:3](=[O:25])[C:4]1[CH:9]=[CH:8][C:7]([CH:10]([O:17][C:18]2[CH:23]=[CH:22][C:21]([Br:24])=[CH:20][CH:19]=2)[CH2:11][CH2:12][CH2:13][CH2:14][CH2:15][CH3:16])=[CH:6][CH:5]=1.[OH-].[Na+]. (3) Given the product [CH3:1][CH:2]1[CH2:3][CH2:4][CH2:5][CH2:6][CH2:7][CH2:8][CH2:9][C:10](=[O:18])[CH2:11][CH2:12][CH2:13][CH2:14][CH2:15][CH2:16][CH2:17]1, predict the reactants needed to synthesize it. The reactants are: [CH2:1]=[C:2]1[CH2:17][CH2:16][CH2:15][CH2:14][CH2:13][CH2:12][CH2:11][C:10](=[O:18])[CH2:9][CH2:8][CH2:7][CH2:6][CH2:5][CH2:4][CH2:3]1.[H][H]. (4) Given the product [NH2:1][C:4]1[CH:19]=[CH:18][C:7]([C:8]([NH:10][CH2:11][CH2:12][N:13]([CH2:14][CH3:15])[CH2:16][CH3:17])=[O:9])=[C:6]([O:20][CH3:21])[CH:5]=1, predict the reactants needed to synthesize it. The reactants are: [N+:1]([C:4]1[CH:19]=[CH:18][C:7]([C:8]([NH:10][CH2:11][CH2:12][N:13]([CH2:16][CH3:17])[CH2:14][CH3:15])=[O:9])=[C:6]([O:20][CH3:21])[CH:5]=1)([O-])=O. (5) Given the product [CH3:1][C:2]1([CH3:24])[CH2:7][O:6][C:5]2[CH:8]=[CH:9][CH:10]=[C:11]([CH2:12][N:13]3[CH2:18][CH2:17][C:16]4([CH2:23][CH2:22][N:21]([C:37]([C:36]5[CH:40]=[CH:41][N:42]=[CH:43][C:35]=5[CH2:29][C:28]([OH:44])=[O:27])=[O:38])[CH2:20][CH2:19]4)[CH2:15][CH2:14]3)[C:4]=2[O:3]1, predict the reactants needed to synthesize it. The reactants are: [CH3:1][C:2]1([CH3:24])[CH2:7][O:6][C:5]2[CH:8]=[CH:9][CH:10]=[C:11]([CH2:12][N:13]3[CH2:18][CH2:17][C:16]4([CH2:23][CH2:22][NH:21][CH2:20][CH2:19]4)[CH2:15][CH2:14]3)[C:4]=2[O:3]1.C([O:27][C:28](=[O:44])[CH:29]([C:35]1[CH:43]=[N:42][CH:41]=[CH:40][C:36]=1[C:37](O)=[O:38])C(OCC)=O)C.CN(C(ON1N=NC2C=CC=CC1=2)=[N+](C)C)C.F[P-](F)(F)(F)(F)F.C(N(CC)CC)C.O.[OH-].[Li+]. (6) Given the product [Cl:11][CH2:12][CH2:13][CH2:14][C:15]([N:1]1[C:10]2[C:5](=[CH:6][CH:7]=[CH:8][CH:9]=2)[CH2:4][CH2:3][CH2:2]1)=[O:16], predict the reactants needed to synthesize it. The reactants are: [NH:1]1[C:10]2[C:5](=[CH:6][CH:7]=[CH:8][CH:9]=2)[CH2:4][CH2:3][CH2:2]1.[Cl:11][CH2:12][CH2:13][CH2:14][C:15](Cl)=[O:16]. (7) Given the product [CH2:12]([O:14][CH:15]([O:18][CH2:19][CH3:20])[CH2:16][S:7][CH2:6][C:5]([O:9][CH2:10][CH3:11])=[O:8])[CH3:13], predict the reactants needed to synthesize it. The reactants are: [O-]CC.[Na+].[C:5]([O:9][CH2:10][CH3:11])(=[O:8])[CH2:6][SH:7].[CH2:12]([O:14][CH:15]([O:18][CH2:19][CH3:20])[CH2:16]Br)[CH3:13].O. (8) The reactants are: Cl[C:2]1[N:7]=[CH:6][C:5]([C:8]([CH3:12])([CH3:11])[C:9]#[N:10])=[CH:4][CH:3]=1.[NH2:13][C:14]1[CH:15]=[C:16]([CH:21]=[CH:22][N:23]=1)[C:17]([O:19][CH3:20])=[O:18].C([O-])([O-])=O.[K+].[K+]. Given the product [C:9]([C:8]([C:5]1[CH:4]=[CH:3][C:2]([NH:13][C:14]2[CH:15]=[C:16]([CH:21]=[CH:22][N:23]=2)[C:17]([O:19][CH3:20])=[O:18])=[N:7][CH:6]=1)([CH3:12])[CH3:11])#[N:10], predict the reactants needed to synthesize it. (9) The reactants are: [H-].[Na+].[NH2:3][C:4]1[CH:13]=[CH:12][C:7]([C:8]([O:10][CH3:11])=[O:9])=[C:6]([F:14])[CH:5]=1.[C:15]([O:19][C:20]([N:22]1[CH2:27][CH2:26][CH:25]([CH2:28][CH:29](OS(C)(=O)=O)[CH3:30])[CH2:24][CH2:23]1)=[O:21])([CH3:18])([CH3:17])[CH3:16]. Given the product [C:15]([O:19][C:20]([N:22]1[CH2:27][CH2:26][CH:25]([CH2:28][CH2:29][CH2:30][NH:3][C:4]2[CH:13]=[CH:12][C:7]([C:8]([O:10][CH3:11])=[O:9])=[C:6]([F:14])[CH:5]=2)[CH2:24][CH2:23]1)=[O:21])([CH3:18])([CH3:17])[CH3:16], predict the reactants needed to synthesize it.